From a dataset of Reaction yield outcomes from USPTO patents with 853,638 reactions. Predict the reaction yield, written as a fraction of the theoretical maximum amount of product (1.0 means a 100% yield; for example, 0.34 means a 34% yield). (1) The reactants are [N:1]1([C:7]([O:9][CH2:10][C:11]2[CH:16]=[CH:15][CH:14]=[CH:13][CH:12]=2)=[O:8])[CH2:6][CH2:5][NH:4][CH2:3][CH2:2]1.[CH:17]1([C:20](O)=[O:21])[CH2:19][CH2:18]1.Cl.C(N=C=NCCCN(C)C)C.ON1C2C=CC=CC=2N=N1.C(N(CC)CC)C. The catalyst is CN(C)C=O.O. The product is [CH:17]1([C:20]([N:4]2[CH2:5][CH2:6][N:1]([C:7]([O:9][CH2:10][C:11]3[CH:16]=[CH:15][CH:14]=[CH:13][CH:12]=3)=[O:8])[CH2:2][CH2:3]2)=[O:21])[CH2:19][CH2:18]1. The yield is 0.931. (2) The reactants are [OH-].[K+].[CH3:3][O:4][C:5]1[CH:10]=[C:9]([CH3:11])[C:8]([S:12]([N:15]2[CH2:20][CH2:19][N:18]3[C:21]([CH3:24])=[CH:22][CH:23]=[C:17]3[CH:16]2[CH2:25][O:26][CH2:27][C:28]([O:30]C(C)(C)C)=[O:29])(=[O:14])=[O:13])=[C:7]([CH3:35])[CH:6]=1. The catalyst is CO. The product is [CH3:3][O:4][C:5]1[CH:10]=[C:9]([CH3:11])[C:8]([S:12]([N:15]2[CH2:20][CH2:19][N:18]3[C:21]([CH3:24])=[CH:22][CH:23]=[C:17]3[CH:16]2[CH2:25][O:26][CH2:27][C:28]([OH:30])=[O:29])(=[O:14])=[O:13])=[C:7]([CH3:35])[CH:6]=1. The yield is 0.900. (3) The product is [Br:1][C:2]1[CH:11]=[CH:10][C:9]2[C:4](=[CH:5][CH:6]=[C:7]([CH:22]([CH3:24])[CH3:23])[CH:8]=2)[CH:3]=1. The reactants are [Br:1][C:2]1[CH:3]=[C:4]2[C:9](=[CH:10][CH:11]=1)[CH:8]=[C:7](OS(C(F)(F)F)(=O)=O)[CH:6]=[CH:5]2.[Br-].[Li+].[CH:22]([Mg]Br)([CH3:24])[CH3:23]. The catalyst is O1CCCC1. The yield is 0.330.